Dataset: Forward reaction prediction with 1.9M reactions from USPTO patents (1976-2016). Task: Predict the product of the given reaction. (1) Given the reactants [NH2:1][C:2]1[CH:3]=[C:4]([CH:14]=[CH:15][C:16]=1[O:17][CH3:18])[C:5]([NH:7][C:8]1[CH:13]=[CH:12][CH:11]=[CH:10][CH:9]=1)=[O:6].[CH3:19][O:20][C:21]1[CH:26]=[CH:25][CH:24]=[CH:23][C:22]=1[Bi]([C:22]1[CH:23]=[CH:24][CH:25]=[CH:26][C:21]=1[O:20][CH3:19])[C:22]1[CH:23]=[CH:24][CH:25]=[CH:26][C:21]=1[O:20][CH3:19].C(N(CC)CC)C, predict the reaction product. The product is: [CH3:19][O:20][C:21]1[CH:26]=[CH:25][CH:24]=[CH:23][C:22]=1[NH:1][C:2]1[CH:3]=[C:4]([CH:14]=[CH:15][C:16]=1[O:17][CH3:18])[C:5]([NH:7][C:8]1[CH:13]=[CH:12][CH:11]=[CH:10][CH:9]=1)=[O:6]. (2) Given the reactants [C@H:1]1([NH:11][C:12]([C@@H:14]2[CH2:19][N:18]([CH2:20][C:21]3[CH:26]=[CH:25][CH:24]=[CH:23][CH:22]=3)[CH2:17][CH2:16][NH:15]2)=[O:13])[C:10]2[C:5](=[CH:6][CH:7]=[CH:8][CH:9]=2)[CH2:4][CH2:3][CH2:2]1.C(NC(C)C)(C)C.[C:34]([NH:41][C@H:42]([C:46](O)=[O:47])[CH:43]([CH3:45])[CH3:44])([O:36][C:37]([CH3:40])([CH3:39])[CH3:38])=[O:35].CN(C(ON1N=NC2C=CC=CC1=2)=[N+](C)C)C.F[P-](F)(F)(F)(F)F.C1C=CC2N(O)N=NC=2C=1, predict the reaction product. The product is: [C:37]([O:36][C:34](=[O:35])[NH:41][C@H:42]([C:46]([N:15]1[CH2:16][CH2:17][N:18]([CH2:20][C:21]2[CH:26]=[CH:25][CH:24]=[CH:23][CH:22]=2)[CH2:19][C@H:14]1[C:12](=[O:13])[NH:11][C@H:1]1[C:10]2[C:5](=[CH:6][CH:7]=[CH:8][CH:9]=2)[CH2:4][CH2:3][CH2:2]1)=[O:47])[CH:43]([CH3:44])[CH3:45])([CH3:38])([CH3:40])[CH3:39]. (3) Given the reactants [CH3:1][P:2]([CH2:5][C:6]1[CH:7]=[C:8]([N:12]2[C:16]([C:17]([O:19]CC)=[O:18])=[CH:15][C:14]([Si:22]([CH3:25])([CH3:24])[CH3:23])=[N:13]2)[CH:9]=[CH:10][CH:11]=1)([CH3:4])=[O:3].[OH-].[Na+], predict the reaction product. The product is: [CH3:4][P:2]([CH2:5][C:6]1[CH:7]=[C:8]([N:12]2[C:16]([C:17]([OH:19])=[O:18])=[CH:15][C:14]([Si:22]([CH3:25])([CH3:24])[CH3:23])=[N:13]2)[CH:9]=[CH:10][CH:11]=1)([CH3:1])=[O:3]. (4) Given the reactants [O:1]([CH2:8][CH2:9][CH2:10][CH2:11][CH2:12][C:13]([O:15]C(C)(C)C)=[O:14])[C:2]1[CH:7]=[CH:6][CH:5]=[CH:4][CH:3]=1, predict the reaction product. The product is: [O:1]([CH2:8][CH2:9][CH2:10][CH2:11][CH2:12][C:13]([OH:15])=[O:14])[C:2]1[CH:7]=[CH:6][CH:5]=[CH:4][CH:3]=1. (5) Given the reactants [CH3:1][O-:2].[Na+].[CH3:4][C:5]1([CH3:23])[O:9][N:8]=[C:7]([S:10][CH2:11][C:12]2[C:13]([C:19]([F:22])([F:21])[F:20])=[N:14][N:15]([CH3:18])[C:16]=2F)[CH2:6]1.O, predict the reaction product. The product is: [CH3:4][C:5]1([CH3:23])[O:9][N:8]=[C:7]([S:10][CH2:11][C:12]2[C:13]([C:19]([F:22])([F:21])[F:20])=[N:14][N:15]([CH3:18])[C:16]=2[O:2][CH3:1])[CH2:6]1. (6) The product is: [CH3:9][CH:5]([O:8][C:12]([CH3:13])=[O:11])[CH2:6][O:24][CH3:20]. Given the reactants [CH3:6][C:5]([OH:8])(C[C:5]([CH3:9])([OH:8])[CH2:6]C)[CH3:9].[OH:11][CH2:12][CH2:13]N1CCOCC1.[CH2:20]([OH:24])CCC, predict the reaction product.